Dataset: Reaction yield outcomes from USPTO patents with 853,638 reactions. Task: Predict the reaction yield, written as a fraction of the theoretical maximum amount of product (1.0 means a 100% yield; for example, 0.34 means a 34% yield). (1) The product is [NH2:1][C:2]1[N:7]=[CH:6][C:5]([C@@H:8]([OH:32])[CH2:9][NH:10][CH2:11][C@H:12]2[CH2:21][CH2:20][C:19]3[C:14](=[CH:15][CH:16]=[C:17]([C:22]4[CH:23]=[CH:24][C:25]([C:26]([OH:28])=[O:27])=[CH:30][CH:31]=4)[CH:18]=3)[O:13]2)=[CH:4][CH:3]=1. The yield is 0.280. The reactants are [NH2:1][C:2]1[N:7]=[CH:6][C:5]([C@@H:8]([OH:32])[CH2:9][NH:10][CH2:11][C@H:12]2[CH2:21][CH2:20][C:19]3[C:14](=[CH:15][CH:16]=[C:17]([C:22]4[CH:31]=[CH:30][C:25]([C:26]([O:28]C)=[O:27])=[CH:24][CH:23]=4)[CH:18]=3)[O:13]2)=[CH:4][CH:3]=1.[OH-].[Li+]. The catalyst is C1COCC1.CO. (2) The reactants are [CH3:1][O:2][C:3]1[CH:25]=[CH:24][C:6]([CH2:7][N:8]2[C:17](=[O:18])[C:16]3[C:11](=[CH:12][CH:13]=[C:14]([CH2:19][C:20]([NH:22][NH2:23])=O)[CH:15]=3)[N:10]=[CH:9]2)=[CH:5][CH:4]=1.Cl[C:27]1[N:28]=[N:29][C:30]([C:33]2[CH:34]=[N:35][CH:36]=[CH:37][CH:38]=2)=[CH:31][CH:32]=1. The catalyst is C(O)CCC. The product is [CH3:1][O:2][C:3]1[CH:4]=[CH:5][C:6]([CH2:7][N:8]2[C:17](=[O:18])[C:16]3[C:11](=[CH:12][CH:13]=[C:14]([CH2:19][C:20]4[N:22]5[N:23]=[C:30]([C:33]6[CH:34]=[N:35][CH:36]=[CH:37][CH:38]=6)[CH:31]=[CH:32][C:27]5=[N:28][N:29]=4)[CH:15]=3)[N:10]=[CH:9]2)=[CH:24][CH:25]=1. The yield is 0.530.